This data is from Reaction yield outcomes from USPTO patents with 853,638 reactions. The task is: Predict the reaction yield, written as a fraction of the theoretical maximum amount of product (1.0 means a 100% yield; for example, 0.34 means a 34% yield). (1) The reactants are [H-].[Na+].[CH3:3][C:4]1[CH:9]=[CH:8][C:7]([CH:10]([OH:15])[C:11]([F:14])([F:13])[F:12])=[CH:6][CH:5]=1.[NH2:16][C:17]1[N:22]=[C:21](Cl)[CH:20]=[C:19]([Cl:24])[N:18]=1.O. The catalyst is C1COCC1.C(OCC)(=O)C. The product is [Cl:24][C:19]1[CH:20]=[C:21]([O:15][CH:10]([C:7]2[CH:8]=[CH:9][C:4]([CH3:3])=[CH:5][CH:6]=2)[C:11]([F:12])([F:13])[F:14])[N:22]=[C:17]([NH2:16])[N:18]=1. The yield is 0.660. (2) The yield is 0.990. The product is [Br:1][C:2]1[C:3]([NH:16][CH:13]2[CH2:14][CH2:15][O:10][CH2:11][CH2:12]2)=[N:4][C:5]([Cl:8])=[N:6][CH:7]=1. The reactants are [Br:1][C:2]1[C:3](Cl)=[N:4][C:5]([Cl:8])=[N:6][CH:7]=1.[O:10]1[CH2:15][CH2:14][CH:13]([NH2:16])[CH2:12][CH2:11]1.C(N(C(C)C)C(C)C)C.C(OCC)(=O)C. The catalyst is O1CCOCC1. (3) The reactants are [CH2:1]([O:8][C:9]([NH:11][C@H:12]1[CH2:16][CH2:15][N:14]([C@H:17]2[CH2:22][CH2:21][NH:20][CH2:19][C@H:18]2[C:23]([O:25][CH3:26])=[O:24])[C:13]1=[O:27])=[O:10])[C:2]1[CH:7]=[CH:6][CH:5]=[CH:4][CH:3]=1.C(O[BH-](OC(=O)C)OC(=O)C)(=O)C.[Na+].[CH3:42][C:43]([CH3:45])=O.[OH-].[Na+]. The catalyst is C(Cl)Cl. The product is [CH2:1]([O:8][C:9]([NH:11][C@H:12]1[CH2:16][CH2:15][N:14]([CH:17]2[CH2:22][CH2:21][N:20]([CH:43]([CH3:45])[CH3:42])[CH2:19][CH:18]2[C:23]([O:25][CH3:26])=[O:24])[C:13]1=[O:27])=[O:10])[C:2]1[CH:7]=[CH:6][CH:5]=[CH:4][CH:3]=1. The yield is 0.990. (4) The catalyst is O1CCOCC1. The product is [F:1][C:2]1([F:48])[CH2:7][CH2:6][CH:5]([C:8]2[C:17]3[CH:16]([OH:18])[CH2:15][C:14]([CH3:29])([CH3:28])[CH2:13][C:12]=3[N:11]=[C:10]([CH:30]3[CH2:35][CH2:34][N:33]([C:50]4[N:55]=[CH:54][C:53]([O:56][CH3:57])=[CH:52][N:51]=4)[CH2:32][CH2:31]3)[C:9]=2[CH:36]([F:47])[C:37]2[CH:42]=[CH:41][C:40]([C:43]([F:46])([F:45])[F:44])=[CH:39][CH:38]=2)[CH2:4][CH2:3]1. The yield is 0.450. The reactants are [F:1][C:2]1([F:48])[CH2:7][CH2:6][CH:5]([C:8]2[C:17]3[CH:16]([O:18]CC4C=CC(OC)=CC=4)[CH2:15][C:14]([CH3:29])([CH3:28])[CH2:13][C:12]=3[N:11]=[C:10]([CH:30]3[CH2:35][CH2:34][NH:33][CH2:32][CH2:31]3)[C:9]=2[CH:36]([F:47])[C:37]2[CH:42]=[CH:41][C:40]([C:43]([F:46])([F:45])[F:44])=[CH:39][CH:38]=2)[CH2:4][CH2:3]1.Cl[C:50]1[N:55]=[CH:54][C:53]([O:56][CH3:57])=[CH:52][N:51]=1.Cl.C(=O)([O-])O.[Na+]. (5) The yield is 0.510. The product is [NH2:1][C:2]1[C:3]([C:9]([O:11][CH3:12])=[O:10])=[N:4][C:5]([C:15]2[S:14][CH:18]=[CH:17][N:16]=2)=[CH:6][CH:7]=1. The reactants are [NH2:1][C:2]1[C:3]([C:9]([O:11][CH3:12])=[O:10])=[N:4][C:5](Br)=[CH:6][CH:7]=1.[Br-].[S:14]1[CH:18]=[CH:17][N:16]=[C:15]1[Zn+].C1COCC1. The catalyst is C1C=CC(P(C2C=CC=CC=2)[C-]2C=CC=C2)=CC=1.C1C=CC(P(C2C=CC=CC=2)[C-]2C=CC=C2)=CC=1.Cl[Pd]Cl.[Fe+2].C(Cl)Cl. (6) The reactants are CN(C(ON1N=NC2C=CC=NC1=2)=[N+](C)C)C.F[P-](F)(F)(F)(F)F.[F:25][C:26]1[CH:27]=[C:28]([NH:37][C:38]([C@@H:40]2[NH:49][CH2:48][CH2:47][C:46]3[N:45]=[C:44]([O:50][CH3:51])[CH:43]=[CH:42][C:41]2=3)=[O:39])[CH:29]=[C:30]([F:36])[C:31]=1[Si:32]([CH3:35])([CH3:34])[CH3:33].[C:52]([O:56][C:57](=[O:66])[CH2:58][C@H:59]1[CH2:62][C@H:61]([C:63](O)=[O:64])[CH2:60]1)([CH3:55])([CH3:54])[CH3:53].CCN(C(C)C)C(C)C. The catalyst is CN(C=O)C.O. The product is [F:36][C:30]1[CH:29]=[C:28]([NH:37][C:38]([C@@H:40]2[N:49]([C:63]([C@H:61]3[CH2:60][C@H:59]([CH2:58][C:57]([O:56][C:52]([CH3:55])([CH3:54])[CH3:53])=[O:66])[CH2:62]3)=[O:64])[CH2:48][CH2:47][C:46]3[N:45]=[C:44]([O:50][CH3:51])[CH:43]=[CH:42][C:41]2=3)=[O:39])[CH:27]=[C:26]([F:25])[C:31]=1[Si:32]([CH3:35])([CH3:34])[CH3:33]. The yield is 0.666.